This data is from Full USPTO retrosynthesis dataset with 1.9M reactions from patents (1976-2016). The task is: Predict the reactants needed to synthesize the given product. (1) Given the product [Cl-:20].[N:3]1[CH:2]=[CH:1][CH:6]=[N:5][C:4]=1[NH:7][S:8]([C:11]1[CH:16]=[CH:15][C:14]([NH:17][CH:18]=[S:19])=[CH:13][CH:12]=1)(=[O:10])=[O:9], predict the reactants needed to synthesize it. The reactants are: [CH:1]1[CH:2]=[N:3][C:4]([NH:7][S:8]([C:11]2[CH:12]=[CH:13][C:14]([NH2:17])=[CH:15][CH:16]=2)(=[O:10])=[O:9])=[N:5][CH:6]=1.[C:18](Cl)([Cl:20])=[S:19].C(N(CC)CC)C. (2) Given the product [NH2:12][C:8]1[CH:7]=[CH:6][C:5]([CH2:20][N:21]2[CH2:22][CH2:23][CH2:24][CH2:25]2)=[C:4]2[C:9]=1[C:10](=[O:11])[N:2]([CH3:1])[CH2:3]2, predict the reactants needed to synthesize it. The reactants are: [CH3:1][N:2]1[C:10](=[O:11])[C:9]2[C:4](=[C:5]([CH2:20][N:21]3[CH2:25][CH2:24][CH2:23][CH2:22]3)[CH:6]=[CH:7][C:8]=2[NH:12]C(=O)OC(C)(C)C)[CH2:3]1.C(O)(C(F)(F)F)=O. (3) Given the product [CH2:1]([O:3][C:4](=[O:28])[CH2:5][C@H:6]1[C:14]2[C:9](=[CH:10][C:11]([O:15][CH2:16][CH2:17][CH2:18][N:19]([C:20]3[C:25]([Cl:26])=[CH:24][N:23]=[C:22]([Cl:27])[N:21]=3)[CH3:32])=[CH:12][CH:13]=2)[CH2:8][CH2:7]1)[CH3:2], predict the reactants needed to synthesize it. The reactants are: [CH2:1]([O:3][C:4](=[O:28])[CH2:5][C@H:6]1[C:14]2[C:9](=[CH:10][C:11]([O:15][CH2:16][CH2:17][CH2:18][NH:19][C:20]3[C:25]([Cl:26])=[CH:24][N:23]=[C:22]([Cl:27])[N:21]=3)=[CH:12][CH:13]=2)[CH2:8][CH2:7]1)[CH3:2].[H-].[Na+].I[CH3:32]. (4) Given the product [Cl:1][C:2]1[N:28]=[CH:27][C:5]2[C:6]3[N:10]([CH:9]=[C:8]([C:14]4[N:15]([CH2:22][C:23]([F:26])([F:25])[F:24])[N:16]=[C:17]([CH2:19][OH:20])[N:18]=4)[N:7]=3)[CH2:11][CH2:12][O:13][C:4]=2[CH:3]=1, predict the reactants needed to synthesize it. The reactants are: [Cl:1][C:2]1[N:28]=[CH:27][C:5]2[C:6]3[N:10]([CH2:11][CH2:12][O:13][C:4]=2[CH:3]=1)[CH:9]=[C:8]([C:14]1[N:15]([CH2:22][C:23]([F:26])([F:25])[F:24])[N:16]=[C:17]([CH2:19][O:20]C)[N:18]=1)[N:7]=3.[OH-].[K+].